Dataset: Catalyst prediction with 721,799 reactions and 888 catalyst types from USPTO. Task: Predict which catalyst facilitates the given reaction. (1) Reactant: [CH3:1][S:2](Cl)(=[O:4])=[O:3].C(N(CC)CC)C.[OH:13][CH2:14][CH:15]1[C:19]2([CH2:21][CH2:20]2)[NH:18][C:17](=[O:22])[CH2:16]1. Product: [CH3:1][S:2]([O:13][CH2:14][CH:15]1[C:19]2([CH2:21][CH2:20]2)[NH:18][C:17](=[O:22])[CH2:16]1)(=[O:4])=[O:3]. The catalyst class is: 34. (2) Reactant: [CH3:1][O:2][C:3]1[CH:4]=[C:5]([CH:9]=[CH:10][C:11]=1[CH3:12])[C:6]([OH:8])=[O:7].[CH3:13]O.S(Cl)(Cl)=O. Product: [CH3:1][O:2][C:3]1[CH:4]=[C:5]([CH:9]=[CH:10][C:11]=1[CH3:12])[C:6]([O:8][CH3:13])=[O:7]. The catalyst class is: 6. (3) Reactant: C([O:3][C:4](=[O:18])[C:5]([CH3:17])([S:7]([CH2:10][CH2:11][CH2:12][C:13]([F:16])([F:15])[F:14])(=[O:9])=[O:8])[CH3:6])C.C[Si](C)(C)[O-].[K+].Cl. Product: [CH3:17][C:5]([S:7]([CH2:10][CH2:11][CH2:12][C:13]([F:15])([F:16])[F:14])(=[O:9])=[O:8])([CH3:6])[C:4]([OH:18])=[O:3]. The catalyst class is: 1. (4) The catalyst class is: 43. Product: [NH2:23][C:17]1[CH:18]=[CH:19][C:20]([CH3:22])=[CH:21][C:16]=1[O:15][C@H:11]1[CH2:12][CH2:13][CH2:14][N:9]([C:7](=[O:8])[C:6]([F:27])([F:5])[F:26])[CH2:10]1. Reactant: C([O-])=O.[NH4+].[F:5][C:6]([F:27])([F:26])[C:7]([N:9]1[CH2:14][CH2:13][CH2:12][C@H:11]([O:15][C:16]2[CH:21]=[C:20]([CH3:22])[CH:19]=[CH:18][C:17]=2[N+:23]([O-])=O)[CH2:10]1)=[O:8]. (5) Reactant: [CH:1]1[CH:6]=[C:5]2[C:7]([C:9]([OH:13])(O)[C:10](=[O:11])[C:4]2=[CH:3][CH:2]=1)=[O:8].[CH2:14]([C:16]1[CH:17]=[C:18]([OH:22])[CH:19]=[CH:20][CH:21]=1)[CH3:15]. Product: [CH2:14]([C:16]1[CH:21]=[CH:20][C:19]2[C:9]3([OH:13])[C:10](=[O:11])[C:4]4[C:5](=[CH:6][CH:1]=[CH:2][CH:3]=4)[C:7]3([OH:8])[O:22][C:18]=2[CH:17]=1)[CH3:15]. The catalyst class is: 15.